From a dataset of Forward reaction prediction with 1.9M reactions from USPTO patents (1976-2016). Predict the product of the given reaction. (1) The product is: [F:3][C:4]1[CH:9]=[C:8]([I:10])[CH:7]=[CH:6][C:5]=1[NH:11][C:12]1[CH:13]=[N:14][CH:15]=[C:16]([C:27]2[CH:32]=[CH:31][CH:30]=[CH:29][C:28]=2[F:33])[C:17]=1[C:18]1[N:19]=[N:20][NH:21][CH:22]=1. Given the reactants [OH-].[Na+].[F:3][C:4]1[CH:9]=[C:8]([I:10])[CH:7]=[CH:6][C:5]=1[NH:11][C:12]1[CH:13]=[N:14][CH:15]=[C:16]([C:27]2[CH:32]=[CH:31][CH:30]=[CH:29][C:28]=2[F:33])[C:17]=1[C:18]1[N:19]=[N:20][NH:21][C:22]=1[Si](C)(C)C, predict the reaction product. (2) Given the reactants [OH-:1].[Na+].[F:3][C:4]1[CH:9]=[C:8]([C:10]([F:13])([F:12])[F:11])[CH:7]=[CH:6][C:5]=1[C:14]1[S:15][C:16]([CH2:20][S:21][C:22]2[CH:27]=[CH:26][C:25]([OH:28])=[C:24]([CH3:29])[CH:23]=2)=[C:17]([CH3:19])[N:18]=1, predict the reaction product. The product is: [F:3][C:4]1[CH:9]=[C:8]([C:10]([F:11])([F:12])[F:13])[CH:7]=[CH:6][C:5]=1[C:14]1[S:15][C:16]([CH2:20][S:21][C:22]2[CH:27]=[CH:26][C:25]([O:28][C:24]([CH3:29])([CH3:23])[C:25]([OH:28])=[O:1])=[C:24]([CH3:29])[CH:23]=2)=[C:17]([CH3:19])[N:18]=1. (3) Given the reactants [C:1]1(=[O:7])[O:6][C:4](=[O:5])[CH:3]=[CH:2]1.N(C(C)(C)C#N)=N[C:10](C)(C)C#N.CC(=[O:24])CC, predict the reaction product. The product is: [C:4]([O-:6])(=[O:5])[C:3]([CH3:10])=[CH2:2].[C:1]([OH:6])(=[O:7])/[CH:2]=[CH:3]\[C:4]([OH:24])=[O:5].[CH:2]1[C:1](=[O:7])[O:6][C:4](=[O:5])[CH:3]=1.